From a dataset of Catalyst prediction with 721,799 reactions and 888 catalyst types from USPTO. Predict which catalyst facilitates the given reaction. (1) Reactant: [Cl:1][C:2]1[C:40]([CH:41]([CH3:43])[CH3:42])=[CH:39][C:5]([O:6][C:7]2[S:8][CH:9]=[C:10]([C:12]([NH:14][C:15]3[C:16]([O:37][CH3:38])=[N:17][C:18]([NH:23][CH2:24][CH2:25][N:26]([CH:34]([CH3:36])[CH3:35])C(=O)OC(C)(C)C)=[N:19][C:20]=3[O:21][CH3:22])=[O:13])[N:11]=2)=[C:4]([CH3:44])[CH:3]=1. Product: [Cl:1][C:2]1[C:40]([CH:41]([CH3:43])[CH3:42])=[CH:39][C:5]([O:6][C:7]2[S:8][CH:9]=[C:10]([C:12]([NH:14][C:15]3[C:16]([O:37][CH3:38])=[N:17][C:18]([NH:23][CH2:24][CH2:25][NH:26][CH:34]([CH3:35])[CH3:36])=[N:19][C:20]=3[O:21][CH3:22])=[O:13])[N:11]=2)=[C:4]([CH3:44])[CH:3]=1. The catalyst class is: 13. (2) Reactant: [CH3:1][C:2]1[N:3]=[C:4]2[C:13]3[CH2:12][CH:11]([C:14]4[CH:19]=[CH:18][CH:17]=[CH:16][CH:15]=4)[CH2:10][CH2:9][C:8]=3[C:7]([C:20]([OH:22])=O)=[CH:6][N:5]2[C:23]=1[CH3:24].C[N:26](C(ON1N=NC2C=CC=CC1=2)=[N+](C)C)C.[B-](F)(F)(F)F.N.[Cl-].[NH4+].Cl. Product: [CH3:1][C:2]1[N:3]=[C:4]2[C:13]3[CH2:12][CH:11]([C:14]4[CH:19]=[CH:18][CH:17]=[CH:16][CH:15]=4)[CH2:10][CH2:9][C:8]=3[C:7]([C:20]([NH2:26])=[O:22])=[CH:6][N:5]2[C:23]=1[CH3:24]. The catalyst class is: 4.